Dataset: Full USPTO retrosynthesis dataset with 1.9M reactions from patents (1976-2016). Task: Predict the reactants needed to synthesize the given product. (1) Given the product [ClH:34].[ClH:46].[ClH:34].[Cl:34][C:30]1[C:29]([CH2:35][NH:36][CH:37]([CH3:39])[CH3:38])=[C:28]2[C:22]3([CH2:23][CH2:24][NH:25][CH2:26][CH2:27]3)[CH2:21][N:20]([C:19]3[C:14]4[C@H:13]([CH3:40])[CH2:12][C@@H:11]([OH:10])[C:15]=4[N:16]=[CH:17][N:18]=3)[C:33]2=[CH:32][CH:31]=1, predict the reactants needed to synthesize it. The reactants are: [N+](C1C=CC(C([O:10][C@H:11]2[C:15]3[N:16]=[CH:17][N:18]=[C:19]([N:20]4[C:33]5[C:28](=[C:29]([CH2:35][NH:36][CH:37]([CH3:39])[CH3:38])[C:30]([Cl:34])=[CH:31][CH:32]=5)[C:22]5([CH2:27][CH2:26][NH:25][CH2:24][CH2:23]5)[CH2:21]4)[C:14]=3[C@H:13]([CH3:40])[CH2:12]2)=O)=CC=1)([O-])=O.O[Li].O.[ClH:46]. (2) Given the product [Cl:18][C:13]1[CH:12]=[C:11]([S:10][C:28]2[C:27]3[C:22]([CH:19]([CH3:20])[CH3:21])=[N:23][CH:24]=[CH:25][C:26]=3[N:33]3[C:29]=2[CH:30]([CH2:34][C:35]([O:37][CH2:38][CH3:39])=[O:36])[CH2:31][CH2:32]3)[CH:16]=[CH:15][C:14]=1[Cl:17], predict the reactants needed to synthesize it. The reactants are: [Cl:18][C:13]1[CH:12]=[C:11]([S:10][S:10][C:11]2[CH:16]=[CH:15][C:14]([Cl:17])=[C:13]([Cl:18])[CH:12]=2)[CH:16]=[CH:15][C:14]=1[Cl:17].[CH:19]([C:22]1[C:27]2[CH:28]=[C:29]3[N:33]([C:26]=2[CH:25]=[CH:24][N:23]=1)[CH2:32][CH2:31][CH:30]3[CH2:34][C:35]([O:37][CH2:38][CH3:39])=[O:36])([CH3:21])[CH3:20].C([O-])(O)=O.[Na+].CCOC(C)=O. (3) Given the product [F:12][CH:4]([F:13])[C:5]([C:15]1[CH:23]=[CH:22][C:21]([F:24])=[C:20]2[C:16]=1[C:17]([F:27])([F:26])[C:18](=[O:25])[NH:19]2)=[O:11], predict the reactants needed to synthesize it. The reactants are: BrC1C=CC=C2C=1[C:4]([F:13])([F:12])[C:5](=[O:11])N2.Br[C:15]1[CH:23]=[CH:22][C:21]([F:24])=[C:20]2[C:16]=1[C:17]([F:27])([F:26])[C:18](=[O:25])[NH:19]2.FC(F)(F)C(OCC)=O.FC(F)C(OCC)=O. (4) Given the product [CH2:1]([O:3][C:4]([C:6]1[C:11]([NH:12][C:13]([O:15][C:16]([CH3:18])([CH3:17])[CH3:19])=[O:14])=[CH:10][CH:9]=[C:8]([CH2:20][OH:21])[N:7]=1)=[O:5])[CH3:2], predict the reactants needed to synthesize it. The reactants are: [CH2:1]([O:3][C:4]([C:6]1[C:11]([NH:12][C:13]([O:15][C:16]([CH3:19])([CH3:18])[CH3:17])=[O:14])=[CH:10][CH:9]=[C:8]([CH2:20][O:21]C(=O)C)[N:7]=1)=[O:5])[CH3:2].CC[O-].[Na+]. (5) Given the product [CH3:49][N:50]([CH3:51])[CH2:36][CH2:37][CH2:38][CH2:39][CH2:40][C:41]([O:34][CH:17]([CH2:18][CH:19]([CH2:28][CH2:29][CH2:30][CH2:31][CH2:32][CH3:33])[CH2:20][CH2:21][CH2:22][CH2:23][CH2:24][CH2:25][CH2:26][CH3:27])[CH2:16][CH:7]([CH2:1][CH2:2][CH2:3][CH2:4][CH2:5][CH3:6])[CH2:8][CH2:9][CH2:10][CH2:11][CH2:12][CH2:13][CH2:14][CH3:15])=[O:43], predict the reactants needed to synthesize it. The reactants are: [CH2:1]([CH:7]([CH2:16][CH:17]([OH:34])[CH2:18][CH:19]([CH2:28][CH2:29][CH2:30][CH2:31][CH2:32][CH3:33])[CH2:20][CH2:21][CH2:22][CH2:23][CH2:24][CH2:25][CH2:26][CH3:27])[CH2:8][CH2:9][CH2:10][CH2:11][CH2:12][CH2:13][CH2:14][CH3:15])[CH2:2][CH2:3][CH2:4][CH2:5][CH3:6].Br[CH2:36][CH2:37][CH2:38][CH2:39][CH2:40][C:41]([OH:43])=O.C(Cl)CCl.C[CH2:49][N:50](C(C)C)[CH:51](C)C.CNC. (6) Given the product [OH:3][C:4]1[CH:5]=[CH:6][C:7]([CH2:10][C:11]([O:13][CH2:14][C:15]2[CH:20]=[CH:19][CH:18]=[CH:17][CH:16]=2)=[O:12])=[CH:8][CH:9]=1, predict the reactants needed to synthesize it. The reactants are: [H-].[Na+].[OH:3][C:4]1[CH:9]=[CH:8][C:7]([CH2:10][C:11]([OH:13])=[O:12])=[CH:6][CH:5]=1.[CH2:14](Br)[C:15]1[CH:20]=[CH:19][CH:18]=[CH:17][CH:16]=1.